Dataset: Catalyst prediction with 721,799 reactions and 888 catalyst types from USPTO. Task: Predict which catalyst facilitates the given reaction. (1) The catalyst class is: 1. Reactant: [O:1]=[C:2]1[CH2:7][CH2:6][CH2:5][N:4]([C:8]([O:10][C:11]([CH3:14])([CH3:13])[CH3:12])=[O:9])[CH2:3]1.C[Si]([N-][Si](C)(C)C)(C)C.[Li+].[F:25][C:26]([F:45])([F:44])[S:27](N(C1C=CC=CC=1)[S:27]([C:26]([F:45])([F:44])[F:25])(=[O:29])=[O:28])(=[O:29])=[O:28]. Product: [F:25][C:26]([F:45])([F:44])[S:27]([O:1][C:2]1[CH2:7][CH2:6][CH2:5][N:4]([C:8]([O:10][C:11]([CH3:14])([CH3:13])[CH3:12])=[O:9])[CH:3]=1)(=[O:29])=[O:28]. (2) Reactant: FC(F)(F)C([N:5]([C@@H:13]1[CH2:15][C@H:14]1[C:16]1[CH:21]=[CH:20][CH:19]=[CH:18][CH:17]=1)[CH2:6][CH:7]1[CH2:12][CH2:11][NH:10][CH2:9][CH2:8]1)=O.[CH:24]([C:26]1[CH:35]=[CH:34][C:29]([C:30]([O:32]C)=[O:31])=[CH:28][N:27]=1)=O.C(O[BH-](OC(=O)C)OC(=O)C)(=O)C.[Na+].[OH-].[Na+]. Product: [C:16]1([C@@H:14]2[CH2:15][C@H:13]2[NH:5][CH2:6][CH:7]2[CH2:8][CH2:9][N:10]([CH2:24][C:26]3[CH:35]=[CH:34][C:29]([C:30]([OH:32])=[O:31])=[CH:28][N:27]=3)[CH2:11][CH2:12]2)[CH:17]=[CH:18][CH:19]=[CH:20][CH:21]=1. The catalyst class is: 525. (3) Reactant: [Cl:1][C:2]1[CH:31]=[C:30]([N:32]([CH3:34])[CH3:33])[CH:29]=[CH:28][C:3]=1[CH2:4][N:5]1[C:9]2[CH:10]=[C:11]([O:15][CH2:16][C:17]3[CH:26]=[CH:25][CH:24]=[CH:23][C:18]=3[C:19]([O:21]C)=[O:20])[CH:12]=[C:13]([CH3:14])[C:8]=2[N:7]=[C:6]1[CH3:27].O1CCCC1.[OH-].[Na+].Cl. Product: [Cl:1][C:2]1[CH:31]=[C:30]([N:32]([CH3:34])[CH3:33])[CH:29]=[CH:28][C:3]=1[CH2:4][N:5]1[C:9]2[CH:10]=[C:11]([O:15][CH2:16][C:17]3[CH:26]=[CH:25][CH:24]=[CH:23][C:18]=3[C:19]([OH:21])=[O:20])[CH:12]=[C:13]([CH3:14])[C:8]=2[N:7]=[C:6]1[CH3:27]. The catalyst class is: 5. (4) Reactant: [CH2:1]([C@@H:8]1[CH2:12][O:11][C:10](=[O:13])[N:9]1[C:14]1[CH:23]=[CH:22][C:17]([C:18](OC)=[O:19])=[CH:16][CH:15]=1)[C:2]1[CH:7]=[CH:6][CH:5]=[CH:4][CH:3]=1.[OH-].[Na+].Cl.[CH3:27][C:28]1[CH:33]=[C:32]([CH3:34])[CH:31]=[CH:30][C:29]=1[N:35]1[CH2:40][CH2:39][NH:38][CH2:37][CH2:36]1.O.[Cl-].COC1N=C(OC)N=C([N+]2(C)CCOCC2)N=1. Product: [CH2:1]([C@@H:8]1[CH2:12][O:11][C:10](=[O:13])[N:9]1[C:14]1[CH:15]=[CH:16][C:17]([C:18]([N:38]2[CH2:39][CH2:40][N:35]([C:29]3[CH:30]=[CH:31][C:32]([CH3:34])=[CH:33][C:28]=3[CH3:27])[CH2:36][CH2:37]2)=[O:19])=[CH:22][CH:23]=1)[C:2]1[CH:7]=[CH:6][CH:5]=[CH:4][CH:3]=1. The catalyst class is: 169. (5) Reactant: [NH2:1][CH:2]([CH2:8][C:9]1[S:10][C:11]2[CH:17]=[CH:16][CH:15]=[CH:14][C:12]=2[N:13]=1)[C:3]([N:5]([CH3:7])[CH3:6])=[O:4].[NH2:18][C:19]1[N:28]=[C:27]([N:29]2[CH2:34][CH2:33][N:32]([CH3:35])[CH2:31][CH2:30]2)[C:26]2[C:21](=[CH:22][C:23]([C:36](O)=[O:37])=[CH:24][CH:25]=2)[N:20]=1.C(N(CC)C(C)C)(C)C. Product: [NH2:18][C:19]1[N:28]=[C:27]([N:29]2[CH2:30][CH2:31][N:32]([CH3:35])[CH2:33][CH2:34]2)[C:26]2[C:21](=[CH:22][C:23]([C:36]([NH:1][CH:2]([CH2:8][C:9]3[S:10][C:11]4[CH:17]=[CH:16][CH:15]=[CH:14][C:12]=4[N:13]=3)[C:3]([N:5]([CH3:6])[CH3:7])=[O:4])=[O:37])=[CH:24][CH:25]=2)[N:20]=1. The catalyst class is: 9. (6) Reactant: [Br:1][C:2]1[C:3]([F:21])=[C:4]([N:8]2[CH:13]=[C:12]([O:14][CH3:15])[C:11](=[O:16])[C:10]([C:17]([O:19]C)=[O:18])=[N:9]2)[CH:5]=[CH:6][CH:7]=1.[OH-].[Na+].Cl. Product: [Br:1][C:2]1[C:3]([F:21])=[C:4]([N:8]2[CH:13]=[C:12]([O:14][CH3:15])[C:11](=[O:16])[C:10]([C:17]([OH:19])=[O:18])=[N:9]2)[CH:5]=[CH:6][CH:7]=1. The catalyst class is: 5. (7) Reactant: Br[CH2:2][C:3]1[CH:4]=[C:5]([CH:10]=[CH:11][CH:12]=1)[C:6]([O:8][CH3:9])=[O:7].[C-:13]#[N:14].[K+].C1OCCOCCOCCOCCOCCOC1. Product: [C:13]([CH2:2][C:3]1[CH:4]=[C:5]([CH:10]=[CH:11][CH:12]=1)[C:6]([O:8][CH3:9])=[O:7])#[N:14]. The catalyst class is: 10. (8) Reactant: [CH3:1][C:2]1[CH:3]=[C:4]([OH:11])[C:5](=[CH:9][CH:10]=1)[C:6]([OH:8])=[O:7].[CH:12]1(N=C=NC2CCCCC2)CCCCC1. Product: [CH3:12][O:7][C:6](=[O:8])[C:5]1[C:4](=[CH:3][C:2]([CH3:1])=[CH:10][CH:9]=1)[OH:11]. The catalyst class is: 5. (9) Reactant: [Cl:1][C:2]1[CH:7]=[CH:6][C:5]([S:8][CH:9]2[C:17]3[C:12](=[CH:13][CH:14]=[CH:15][C:16]=3[N+:18]([O-])=O)[NH:11][C:10]2([CH3:25])CC(O)=O)=[CH:4][CH:3]=1.ClC1C=CC(SC2C3C(=CC=[C:40]([C:43]([O:45][CH3:46])=[O:44])C=3)NC=2C)=CC=1.[CH2:48](O)C. Product: [NH2:18][C:16]1[CH:15]=[CH:14][CH:13]=[C:12]2[C:17]=1[C:9]([S:8][C:5]1[CH:4]=[CH:3][C:2]([Cl:1])=[CH:7][CH:6]=1)=[C:10]([CH3:25])[N:11]2[CH2:40][C:43]([O:45][CH2:46][CH3:48])=[O:44]. The catalyst class is: 553.